Dataset: Catalyst prediction with 721,799 reactions and 888 catalyst types from USPTO. Task: Predict which catalyst facilitates the given reaction. Reactant: [CH2:1]([C@:8]1([C:23]([NH:25][CH2:26][C:27](=O)[C:28]2[CH:33]=[CH:32][CH:31]=[CH:30][CH:29]=2)=[O:24])[O:12][C:11](=[O:13])[N:10]([C@@H:14]([C:16]2[CH:21]=[CH:20][CH:19]=[CH:18][CH:17]=2)[CH3:15])[C:9]1=[O:22])[C:2]1[CH:7]=[CH:6][CH:5]=[CH:4][CH:3]=1.S(=O)(=O)(O)O. Product: [CH2:1]([C@:8]1([C:23]2[O:24][C:27]([C:28]3[CH:29]=[CH:30][CH:31]=[CH:32][CH:33]=3)=[CH:26][N:25]=2)[O:12][C:11](=[O:13])[N:10]([C@@H:14]([C:16]2[CH:21]=[CH:20][CH:19]=[CH:18][CH:17]=2)[CH3:15])[C:9]1=[O:22])[C:2]1[CH:3]=[CH:4][CH:5]=[CH:6][CH:7]=1. The catalyst class is: 662.